From a dataset of Catalyst prediction with 721,799 reactions and 888 catalyst types from USPTO. Predict which catalyst facilitates the given reaction. Reactant: [NH2:1][CH2:2][C:3]1[CH:4]=[C:5]([C:9]2[CH:10]=[C:11]([NH:18][C:19]3[CH:24]=[CH:23][CH:22]=[C:21]([N:25]4[CH2:29][CH2:28][CH2:27][C@@H:26]4[CH3:30])[N:20]=3)[C:12]3[N:13]([N:15]=[CH:16][N:17]=3)[CH:14]=2)[CH:6]=[CH:7][CH:8]=1.O=[C:32]1[CH2:37][CH2:36][N:35]([C:38]([O:40][C:41]([CH3:44])([CH3:43])[CH3:42])=[O:39])[CH2:34][CH2:33]1.C(O[BH-](OC(=O)C)OC(=O)C)(=O)C.[Na+].CC(O)=O. Product: [CH3:30][C@H:26]1[CH2:27][CH2:28][CH2:29][N:25]1[C:21]1[N:20]=[C:19]([NH:18][C:11]2[C:12]3[N:13]([N:15]=[CH:16][N:17]=3)[CH:14]=[C:9]([C:5]3[CH:4]=[C:3]([CH:8]=[CH:7][CH:6]=3)[CH2:2][NH:1][CH:32]3[CH2:37][CH2:36][N:35]([C:38]([O:40][C:41]([CH3:44])([CH3:43])[CH3:42])=[O:39])[CH2:34][CH2:33]3)[CH:10]=2)[CH:24]=[CH:23][CH:22]=1. The catalyst class is: 2.